From a dataset of Reaction yield outcomes from USPTO patents with 853,638 reactions. Predict the reaction yield, written as a fraction of the theoretical maximum amount of product (1.0 means a 100% yield; for example, 0.34 means a 34% yield). The reactants are Br[C:2]1[CH:7]=[C:6]([N+:8]([O-:10])=[O:9])[CH:5]=[C:4]([F:11])[C:3]=1[NH2:12].[CH3:13][C:14]([CH3:18])([CH3:17])[C:15]#[CH:16]. The catalyst is CCN(CC)CC.[Cu]I.Cl[Pd](Cl)([P](C1C=CC=CC=1)(C1C=CC=CC=1)C1C=CC=CC=1)[P](C1C=CC=CC=1)(C1C=CC=CC=1)C1C=CC=CC=1. The yield is 0.360. The product is [CH3:13][C:14]([CH3:18])([CH3:17])[C:15]#[C:16][C:2]1[CH:7]=[C:6]([N+:8]([O-:10])=[O:9])[CH:5]=[C:4]([F:11])[C:3]=1[NH2:12].